The task is: Predict the reaction yield, written as a fraction of the theoretical maximum amount of product (1.0 means a 100% yield; for example, 0.34 means a 34% yield).. This data is from Reaction yield outcomes from USPTO patents with 853,638 reactions. (1) The reactants are [OH-].[Na+].[F:3][C:4]1[CH:24]=[CH:23][C:22]([N:25]2[CH2:30][CH2:29][CH2:28][CH:27]([CH2:31][OH:32])[CH2:26]2)=[CH:21][C:5]=1[C:6]([NH:8][C:9]1[C:10]([CH3:20])=[C:11]([CH:16]=[CH:17][C:18]=1[CH3:19])[C:12]([O:14]C)=[O:13])=[O:7].CCO. The catalyst is O.C1COCC1. The product is [F:3][C:4]1[CH:24]=[CH:23][C:22]([N:25]2[CH2:30][CH2:29][CH2:28][CH:27]([CH2:31][OH:32])[CH2:26]2)=[CH:21][C:5]=1[C:6]([NH:8][C:9]1[C:10]([CH3:20])=[C:11]([CH:16]=[CH:17][C:18]=1[CH3:19])[C:12]([OH:14])=[O:13])=[O:7]. The yield is 0.368. (2) The reactants are [C:1]([C:5]1[CH:10]=[CH:9][C:8]([C:11]2[N:15]([CH3:16])[N:14]=[C:13]([C:17]([C:19]3[CH:24]=[CH:23][CH:22]=[CH:21][CH:20]=3)=O)[C:12]=2[OH:25])=[CH:7][CH:6]=1)([CH3:4])([CH3:3])[CH3:2].[NH:26]([C:28]([C:30]1[CH:35]=[CH:34][C:33]([S:36]([NH:39][CH3:40])(=[O:38])=[O:37])=[CH:32][CH:31]=1)=[O:29])[NH2:27]. The catalyst is C(O)(C)C. The product is [C:1]([C:5]1[CH:6]=[CH:7][C:8]([C:11]2[N:15]([CH3:16])[N:14]=[C:13]([C:17]([C:19]3[CH:20]=[CH:21][CH:22]=[CH:23][CH:24]=3)=[N:27][NH:26][C:28]([C:30]3[CH:31]=[CH:32][C:33]([S:36]([NH:39][CH3:40])(=[O:37])=[O:38])=[CH:34][CH:35]=3)=[O:29])[C:12]=2[OH:25])=[CH:9][CH:10]=1)([CH3:3])([CH3:2])[CH3:4]. The yield is 0.220. (3) The product is [N+:1]([C:2]1[CH:7]=[CH:6][C:5]([B:20]2[O:21][C:22]([CH3:24])([CH3:23])[C:18]([CH3:34])([CH3:17])[O:19]2)=[CH:4][C:3]=1[NH:9][C:10]([N:12]1[CH2:16][CH2:15][CH2:14][CH2:13]1)=[O:11])([O-:37])=[O:40]. The catalyst is C1(C)C=CC=CC=1.C1C=CC([P]([Pd]([P](C2C=CC=CC=2)(C2C=CC=CC=2)C2C=CC=CC=2)([P](C2C=CC=CC=2)(C2C=CC=CC=2)C2C=CC=CC=2)[P](C2C=CC=CC=2)(C2C=CC=CC=2)C2C=CC=CC=2)(C2C=CC=CC=2)C2C=CC=CC=2)=CC=1. The yield is 0.400. The reactants are [NH2:1][C:2]1[CH:7]=[CH:6][C:5](Br)=[CH:4][C:3]=1[NH:9][C:10]([N:12]1[CH2:16][CH2:15][CH2:14][CH2:13]1)=[O:11].[CH3:17][C:18]1([CH3:34])[C:22]([CH3:24])([CH3:23])[O:21][B:20]([B:20]2[O:21][C:22]([CH3:24])([CH3:23])[C:18]([CH3:34])([CH3:17])[O:19]2)[O:19]1.C([O-])(=[O:37])C.[K+].[OH2:40]. (4) The reactants are [NH2:1][C:2]1[CH:7]=[CH:6][C:5]([C:8]2[S:9][C:10]3[CH:16]=[C:15]([O:17][CH3:18])[CH:14]=[CH:13][C:11]=3[N:12]=2)=[CH:4][CH:3]=1.[I:19]Cl.C(Cl)Cl. The catalyst is C(O)(=O)C. The product is [NH2:1][C:2]1[CH:3]=[CH:4][C:5]([C:8]2[S:9][C:10]3[CH:16]=[C:15]([O:17][CH3:18])[CH:14]=[CH:13][C:11]=3[N:12]=2)=[CH:6][C:7]=1[I:19]. The yield is 0.760.